Dataset: Catalyst prediction with 721,799 reactions and 888 catalyst types from USPTO. Task: Predict which catalyst facilitates the given reaction. Reactant: [CH3:1][O:2][C:3]1[CH:4]=[C:5]([NH:15][C:16]2[N:17]=[C:18]([CH2:26][CH2:27][CH:28]3[CH2:32][CH2:31][CH2:30][O:29]3)[C:19]3[CH2:25][NH:24][CH2:23][CH2:22][C:20]=3[N:21]=2)[CH:6]=[CH:7][C:8]=1[N:9]1[CH:13]=[C:12]([CH3:14])[N:11]=[CH:10]1.[C:33](OC(=O)C)(=[O:35])[CH3:34]. Product: [CH3:1][O:2][C:3]1[CH:4]=[C:5]([NH:15][C:16]2[N:17]=[C:18]([CH2:26][CH2:27][CH:28]3[CH2:32][CH2:31][CH2:30][O:29]3)[C:19]3[CH2:25][N:24]([C:33](=[O:35])[CH3:34])[CH2:23][CH2:22][C:20]=3[N:21]=2)[CH:6]=[CH:7][C:8]=1[N:9]1[CH:13]=[C:12]([CH3:14])[N:11]=[CH:10]1. The catalyst class is: 4.